Dataset: Reaction yield outcomes from USPTO patents with 853,638 reactions. Task: Predict the reaction yield, written as a fraction of the theoretical maximum amount of product (1.0 means a 100% yield; for example, 0.34 means a 34% yield). (1) The reactants are [C@@H:1]([C@@H:5]([C:14](=[O:63])[N:15]([CH3:62])[C@@H:16]([CH:59]([CH3:61])[CH3:60])[CH2:17][C@H:18]([C:35]1[S:36][CH:37]=[C:38]([C:40]([NH:42][C@@H:43]([CH2:52][C:53]2[CH:58]=[CH:57][CH:56]=[CH:55][CH:54]=2)[CH2:44][C@H:45]([CH3:51])[C:46]([O:48][CH2:49][CH3:50])=[O:47])=[O:41])[N:39]=1)[O:19][C:20](=[O:34])[C@H:21]([C@H:30]([CH2:32][CH3:33])[CH3:31])[NH:22][C:23](=[O:29])[O:24][C:25]([CH3:28])([CH3:27])[CH3:26])[NH:6][C:7](=[O:13])[O:8][C:9]([CH3:12])([CH3:11])[CH3:10])([CH2:3][CH3:4])[CH3:2].[OH-].[Na+].C(#N)C.Cl. The catalyst is C(OCC)(=O)C.O. The product is [C:9]([O:8][C:7]([NH:6][C@@H:5]([C@@H:1]([CH3:2])[CH2:3][CH3:4])[C:14]([N:15]([C@@H:16]([CH:59]([CH3:61])[CH3:60])[CH2:17][C@H:18]([C:35]1[S:36][CH:37]=[C:38]([C:40]([NH:42][C@@H:43]([CH2:52][C:53]2[CH:58]=[CH:57][CH:56]=[CH:55][CH:54]=2)[CH2:44][C@H:45]([CH3:51])[C:46]([O:48][CH2:49][CH3:50])=[O:47])=[O:41])[N:39]=1)[OH:19])[CH3:62])=[O:63])=[O:13])([CH3:11])([CH3:12])[CH3:10].[C:9]([O:8][C:7]([NH:6][C@@H:5]([C@@H:1]([CH3:2])[CH2:3][CH3:4])[C:14]([N:15]([C@@H:16]([CH:59]([CH3:60])[CH3:61])[CH2:17][C@H:18]([C:35]1[S:36][CH:37]=[C:38]([C:40]([NH:42][C@@H:43]([CH2:52][C:53]2[CH:58]=[CH:57][CH:56]=[CH:55][CH:54]=2)[CH2:44][C@H:45]([CH3:51])[C:46]([OH:48])=[O:47])=[O:41])[N:39]=1)[OH:19])[CH3:62])=[O:63])=[O:13])([CH3:11])([CH3:10])[CH3:12].[C@@H:1]([C@@H:5]([C:14](=[O:63])[N:15]([CH3:62])[C@@H:16]([CH:59]([CH3:60])[CH3:61])[CH2:17][C@H:18]([C:35]1[S:36][CH:37]=[C:38]([C:40]([NH:42][C@@H:43]([CH2:52][C:53]2[CH:54]=[CH:55][CH:56]=[CH:57][CH:58]=2)[CH2:44][C@H:45]([CH3:51])[C:46]([O:48][CH2:49][CH3:50])=[O:47])=[O:41])[N:39]=1)[O:19][C:20](=[O:34])[C@H:21]([C@H:30]([CH2:32][CH3:33])[CH3:31])[NH:22][C:23](=[O:29])[O:24][C:25]([CH3:26])([CH3:27])[CH3:28])[NH:6][C:7](=[O:13])[O:8][C:9]([CH3:11])([CH3:12])[CH3:10])([CH2:3][CH3:4])[CH3:2]. The yield is 0.180. (2) The reactants are [NH2:1][C:2]1[CH:7]=[CH:6][CH:5]=[CH:4][CH:3]=1.[CH3:8][O:9][C:10]1[CH:11]=[C:12]([CH:16]=[CH:17][CH:18]=1)[C:13](Cl)=[O:14]. The catalyst is C(N(CC)CC)C.C(Cl)Cl.C(=O)(O)[O-].[Na+]. The product is [CH3:8][O:9][C:10]1[CH:11]=[C:12]([CH:16]=[CH:17][CH:18]=1)[C:13]([NH:1][C:2]1[CH:7]=[CH:6][CH:5]=[CH:4][CH:3]=1)=[O:14]. The yield is 0.950. (3) The reactants are [O:1]1[C:5]2[CH:6]=[CH:7][C:8]([CH:10]3[CH:19]([C:20]([O:22][CH3:23])=[O:21])[C:18](=[O:24])[C:17]4[C:12](=[CH:13][CH:14]=[CH:15][CH:16]=4)[O:11]3)=[CH:9][C:4]=2[O:3][CH2:2]1.[BH4-].[Na+].O. The catalyst is O1CCCC1.CO. The product is [O:1]1[C:5]2[CH:6]=[CH:7][C:8]([CH:10]3[CH:19]([C:20]([O:22][CH3:23])=[O:21])[CH:18]([OH:24])[C:17]4[C:12](=[CH:13][CH:14]=[CH:15][CH:16]=4)[O:11]3)=[CH:9][C:4]=2[O:3][CH2:2]1. The yield is 0.870. (4) The reactants are Br[C:2]1[CH:3]=[C:4]2[C:9](=[CH:10][C:11]=1[O:12][CH3:13])[N:8]=[C:7]([C:14]1[CH:19]=[CH:18][CH:17]=[C:16]([C:20]([F:23])([F:22])[F:21])[CH:15]=1)[C:6]([CH3:24])=[C:5]2[C:25]([O:27][CH3:28])=[O:26].[Na+].[CH:30]([S:33]([O-:35])=[O:34])([CH3:32])[CH3:31].CI.CO. The catalyst is CS(C)=O.C(Cl)Cl.O.[Cu]I. The product is [CH3:24][C:6]1[C:7]([C:14]2[CH:19]=[CH:18][CH:17]=[C:16]([C:20]([F:22])([F:21])[F:23])[CH:15]=2)=[N:8][C:9]2[C:4]([C:5]=1[C:25]([O:27][CH3:28])=[O:26])=[CH:3][C:2]([S:33]([CH:30]([CH3:32])[CH3:31])(=[O:35])=[O:34])=[C:11]([O:12][CH3:13])[CH:10]=2. The yield is 0.690. (5) The yield is 0.650. The catalyst is CN(C)C=O.O. The product is [Cl:45][C:44]1[CH:43]=[CH:42][CH:41]=[C:40]([Cl:46])[C:39]=1[C:32]1[C:31]([CH2:30][O:22][C:17]2[CH:18]=[C:19]3[C:14](=[CH:15][CH:16]=2)[CH:13]=[C:12]([C:9]2[CH:10]=[CH:11][C:2]([F:1])=[C:3]([CH:8]=2)[C:4]([O:6][CH3:7])=[O:5])[CH:21]=[CH:20]3)=[C:35]([CH:36]([CH3:38])[CH3:37])[O:34][N:33]=1. The reactants are [F:1][C:2]1[CH:11]=[CH:10][C:9]([C:12]2[CH:21]=[CH:20][C:19]3[C:14](=[CH:15][CH:16]=[C:17]([OH:22])[CH:18]=3)[CH:13]=2)=[CH:8][C:3]=1[C:4]([O:6][CH3:7])=[O:5].C(=O)([O-])[O-].[Cs+].[Cs+].Cl[CH2:30][C:31]1[C:32]([C:39]2[C:44]([Cl:45])=[CH:43][CH:42]=[CH:41][C:40]=2[Cl:46])=[N:33][O:34][C:35]=1[CH:36]([CH3:38])[CH3:37].C(OCC)(=O)C. (6) The reactants are [Cl:1][C:2]1[CH:3]=[CH:4][C:5]([NH:8][C:9](=[O:24])[C:10]2[CH:15]=[CH:14][CH:13]=[CH:12][C:11]=2[NH:16][CH2:17][CH:18]2[CH2:23][CH2:22][NH:21][CH2:20][CH2:19]2)=[N:6][CH:7]=1.[C:25]([C:28]1[CH:33]=[CH:32][N:31]=[CH:30][CH:29]=1)(=O)[CH3:26].C([BH3-])#N.[Na+].CO.C(O)(=O)C. The catalyst is O1CCCC1.CO. The product is [Cl:1][C:2]1[CH:3]=[CH:4][C:5]([NH:8][C:9](=[O:24])[C:10]2[CH:15]=[CH:14][CH:13]=[CH:12][C:11]=2[NH:16][CH2:17][CH:18]2[CH2:19][CH2:20][N:21]([CH:25]([C:28]3[CH:33]=[CH:32][N:31]=[CH:30][CH:29]=3)[CH3:26])[CH2:22][CH2:23]2)=[N:6][CH:7]=1. The yield is 0.740. (7) The reactants are [Cl:1][C:2]1[C:7]([O:8][CH3:9])=[CH:6][C:5]([O:10][CH3:11])=[C:4]([Cl:12])[C:3]=1[C:13]#[C:14][C:15]1[CH:16]=[N:17][C:18]([NH:21][C:22]2[C:27]([N+:28]([O-])=O)=[CH:26][CH:25]=[CH:24][C:23]=2[CH3:31])=[N:19][CH:20]=1.[Cl-].[NH4+]. The catalyst is C(O)C.O.[Fe]. The product is [Cl:12][C:4]1[C:5]([O:10][CH3:11])=[CH:6][C:7]([O:8][CH3:9])=[C:2]([Cl:1])[C:3]=1[C:13]#[C:14][C:15]1[CH:20]=[N:19][C:18]([NH:21][C:22]2[C:27]([NH2:28])=[CH:26][CH:25]=[CH:24][C:23]=2[CH3:31])=[N:17][CH:16]=1. The yield is 0.350. (8) The reactants are C(N(CC)CC)C.[C:8]1([CH3:30])[CH:13]=[C:12]([CH3:14])[CH:11]=[C:10]([CH3:15])[C:9]=1[C:16]1[C:17]([CH3:29])=[N:18][N:19]2[C:24]3[NH:25][CH2:26][CH2:27][C:23]=3[C:22]([CH3:28])=[N:21][C:20]=12.[CH2:31]([S:35](Cl)(=[O:37])=[O:36])[CH2:32][CH2:33][CH3:34].O. The catalyst is ClCCl. The product is [CH2:31]([S:35]([N:25]1[C:24]2[N:19]3[N:18]=[C:17]([CH3:29])[C:16]([C:9]4[C:8]([CH3:30])=[CH:13][C:12]([CH3:14])=[CH:11][C:10]=4[CH3:15])=[C:20]3[N:21]=[C:22]([CH3:28])[C:23]=2[CH2:27][CH2:26]1)(=[O:37])=[O:36])[CH2:32][CH2:33][CH3:34]. The yield is 0.270. (9) The reactants are COC1C=C(OC)C=CC=1C[N:6]([C:35]1[S:39][N:38]=[CH:37][N:36]=1)[S:7]([C:10]1[CH:18]=[C:17]2[C:13]([C:14]([C:19]3[CH:24]=[CH:23][C:22]([C:25]([F:28])([F:27])[F:26])=[CH:21][C:20]=3[C:29]3[N:33]([CH3:34])[N:32]=[CH:31][CH:30]=3)=[CH:15][NH:16]2)=[CH:12][CH:11]=1)(=[O:9])=[O:8].C(=O)([O-])[O-].[Cs+].[Cs+].I[CH:53]([CH3:55])[CH3:54].C(Cl)(=O)C. The catalyst is O.C(#N)C. The product is [CH:53]([N:16]1[C:17]2[C:13](=[CH:12][CH:11]=[C:10]([S:7]([NH:6][C:35]3[S:39][N:38]=[CH:37][N:36]=3)(=[O:8])=[O:9])[CH:18]=2)[C:14]([C:19]2[CH:24]=[CH:23][C:22]([C:25]([F:28])([F:26])[F:27])=[CH:21][C:20]=2[C:29]2[N:33]([CH3:34])[N:32]=[CH:31][CH:30]=2)=[CH:15]1)([CH3:55])[CH3:54]. The yield is 0.800.